Dataset: Catalyst prediction with 721,799 reactions and 888 catalyst types from USPTO. Task: Predict which catalyst facilitates the given reaction. (1) Reactant: Cl.[CH3:2][O:3][C:4]1[CH:13]=[C:12]2[C:7]([CH:8]=[C:9]([C:14]([O:16]CC)=[O:15])[CH:10]=[N:11]2)=[CH:6][CH:5]=1.[OH-].[Na+]. Product: [CH3:2][O:3][C:4]1[CH:13]=[C:12]2[C:7]([CH:8]=[C:9]([C:14]([OH:16])=[O:15])[CH:10]=[N:11]2)=[CH:6][CH:5]=1. The catalyst class is: 14. (2) Reactant: [Na+].[I-:2].Cl[CH2:4][CH2:5][N:6]1[C:14]2[C:9](=[N:10][C:11]([O:17][CH3:18])=[C:12]([O:15][CH3:16])[CH:13]=2)[C:8]([C:19]2[N:27]([S:28]([C:31]3[CH:36]=[CH:35][C:34]([CH3:37])=[CH:33][CH:32]=3)(=[O:30])=[O:29])[C:22]3=[N:23][CH:24]=[CH:25][CH:26]=[C:21]3[CH:20]=2)=[CH:7]1. Product: [I:2][CH2:4][CH2:5][N:6]1[C:14]2[C:9](=[N:10][C:11]([O:17][CH3:18])=[C:12]([O:15][CH3:16])[CH:13]=2)[C:8]([C:19]2[N:27]([S:28]([C:31]3[CH:36]=[CH:35][C:34]([CH3:37])=[CH:33][CH:32]=3)(=[O:30])=[O:29])[C:22]3=[N:23][CH:24]=[CH:25][CH:26]=[C:21]3[CH:20]=2)=[CH:7]1. The catalyst class is: 131.